This data is from Forward reaction prediction with 1.9M reactions from USPTO patents (1976-2016). The task is: Predict the product of the given reaction. (1) Given the reactants C(O[C:9](=O)[N:10]([CH:12]([C:14](=[O:48])[NH:15][CH:16]([C:21]([N:23]1[CH2:27][CH2:26][CH:25]2[N:28]([C:42](=[O:47])[NH:43][CH:44]([CH3:46])[CH3:45])[CH2:29][CH:30]([O:31][C:32](=[O:41])[NH:33][CH2:34][C:35]3[CH:40]=[CH:39][CH:38]=[CH:37][CH:36]=3)[CH:24]12)=[O:22])[C:17]([CH3:20])([CH3:19])[CH3:18])[CH3:13])C)C1C=CC=CC=1, predict the reaction product. The product is: [CH3:20][C:17]([CH3:18])([CH3:19])[CH:16]([NH:15][C:14](=[O:48])[CH:12]([NH:10][CH3:9])[CH3:13])[C:21]([N:23]1[CH:24]2[CH:25]([N:28]([C:42](=[O:47])[NH:43][CH:44]([CH3:46])[CH3:45])[CH2:29][CH:30]2[O:31][C:32](=[O:41])[NH:33][CH2:34][C:35]2[CH:36]=[CH:37][CH:38]=[CH:39][CH:40]=2)[CH2:26][CH2:27]1)=[O:22]. (2) Given the reactants B(F)(F)F.CC[O:7]CC.OO.[O-][Si]([O-])=O.[Mg+2].O1CCCC1.[F:22][C:23]1[C:31]([O:32][C:33]2[C:38]3=[C:39]([CH3:46])[C:40](C(O)(C)C)=[CH:41][N:37]3[N:36]=[CH:35][N:34]=2)=[CH:30][CH:29]=[C:28]2[C:24]=1[CH:25]=[C:26]([CH3:47])[NH:27]2, predict the reaction product. The product is: [F:22][C:23]1[C:31]([O:32][C:33]2[C:38]3=[C:39]([CH3:46])[C:40]([OH:7])=[CH:41][N:37]3[N:36]=[CH:35][N:34]=2)=[CH:30][CH:29]=[C:28]2[C:24]=1[CH:25]=[C:26]([CH3:47])[NH:27]2. (3) The product is: [CH3:62][O:64][C:24]1[CH:23]=[C:20]([CH:19]=[CH:26][CH:25]=1)[CH2:21][NH:22][C:2]1[CH:11]=[CH:10][N:9]=[C:8]2[C:3]=1[C:4]1[CH:16]=[CH:15][CH:14]=[CH:13][C:5]=1[C:6](=[O:12])[NH:7]2. Given the reactants Cl[C:2]1[CH:11]=[CH:10][N:9]=[C:8]2[C:3]=1[C:4]1[CH:16]=[CH:15][CH:14]=[CH:13][C:5]=1[C:6](=[O:12])[NH:7]2.CO[C:19]1[CH:26]=[CH:25][CH:24]=[CH:23][C:20]=1[CH2:21][NH2:22].C1(P(C2CCCCC2)C2C=CC=CC=2C2C(C(C)C)=CC(C(C)C)=CC=2C(C)C)CCCCC1.C[C:62](C)([O-:64])C.[Na+], predict the reaction product. (4) Given the reactants CN1[CH:6]=[C:5]([NH2:7])[S:4]C1.Cl[C:9]([O:11][C:12]1[CH:17]=[CH:16][CH:15]=[CH:14][CH:13]=1)=[O:10].[N:18]1C=CC=[CH:20][CH:19]=1, predict the reaction product. The product is: [CH3:20][C:19]1[CH:6]=[C:5]([NH:7][C:9](=[O:10])[O:11][C:12]2[CH:17]=[CH:16][CH:15]=[CH:14][CH:13]=2)[S:4][N:18]=1. (5) Given the reactants CN(C=O)C.C(Cl)(=O)C(Cl)=O.C(Cl)Cl.[F:15][C:16]([F:26])([F:25])[C:17]1[N:18]=[C:19]([C:22]([NH2:24])=O)[S:20][CH:21]=1.N1C=CC=CC=1, predict the reaction product. The product is: [F:26][C:16]([F:15])([F:25])[C:17]1[N:18]=[C:19]([C:22]#[N:24])[S:20][CH:21]=1. (6) Given the reactants [O:1]1[CH2:8][CH:2]1[CH2:3][CH2:4][C:5](=[O:7])[CH3:6].O.C(=C1OCC2(COC(=CC)OC2)C[O:13]1)C.C1(C)C=CC(S(O)(=O)=O)=CC=1, predict the reaction product. The product is: [OH:13][CH:2]([CH2:8][OH:1])[CH2:3][CH2:4][C:5](=[O:7])[CH3:6].